Dataset: Catalyst prediction with 721,799 reactions and 888 catalyst types from USPTO. Task: Predict which catalyst facilitates the given reaction. (1) Reactant: [NH2:1][C:2]1[CH:3]=[C:4]([CH:21]=[CH:22][C:23]=1[Cl:24])[O:5][C:6]1[CH:7]=[CH:8][C:9]2[N:10]([CH:12]=[C:13]([NH:15][C:16]([CH:18]3[CH2:20][CH2:19]3)=[O:17])[N:14]=2)[N:11]=1.[CH3:25][N:26]1[C:30]([C:31](Cl)=[O:32])=[CH:29][C:28]([CH3:34])=[N:27]1.C(N(CC)CC)C. Product: [Cl:24][C:23]1[CH:22]=[CH:21][C:4]([O:5][C:6]2[CH:7]=[CH:8][C:9]3[N:10]([CH:12]=[C:13]([NH:15][C:16]([CH:18]4[CH2:20][CH2:19]4)=[O:17])[N:14]=3)[N:11]=2)=[CH:3][C:2]=1[NH:1][C:31]([C:30]1[N:26]([CH3:25])[N:27]=[C:28]([CH3:34])[CH:29]=1)=[O:32]. The catalyst class is: 7. (2) Reactant: [CH2:1]([CH2:3][NH2:4])[OH:2].[C:5]([Si:9]([CH3:32])([CH3:31])[O:10][C@H:11]([C:24]1[CH:25]=[N:26][C:27]([Cl:30])=[CH:28][CH:29]=1)[CH2:12]OS(C1C=CC(C)=CC=1)(=O)=O)([CH3:8])([CH3:7])[CH3:6].C(N(C(C)C)CC)(C)C.C(OCC)(=O)C. Product: [C:5]([Si:9]([CH3:31])([CH3:32])[O:10][CH:11]([C:24]1[CH:25]=[N:26][C:27]([Cl:30])=[CH:28][CH:29]=1)[CH2:12][NH:4][CH2:3][CH2:1][OH:2])([CH3:6])([CH3:7])[CH3:8]. The catalyst class is: 16.